The task is: Regression. Given two drug SMILES strings and cell line genomic features, predict the synergy score measuring deviation from expected non-interaction effect.. This data is from NCI-60 drug combinations with 297,098 pairs across 59 cell lines. (1) Drug 1: CC1C(C(CC(O1)OC2CC(OC(C2O)C)OC3=CC4=CC5=C(C(=O)C(C(C5)C(C(=O)C(C(C)O)O)OC)OC6CC(C(C(O6)C)O)OC7CC(C(C(O7)C)O)OC8CC(C(C(O8)C)O)(C)O)C(=C4C(=C3C)O)O)O)O. Drug 2: C1C(C(OC1N2C=NC3=C2NC=NCC3O)CO)O. Cell line: HCT-15. Synergy scores: CSS=36.7, Synergy_ZIP=-0.711, Synergy_Bliss=-0.302, Synergy_Loewe=-9.56, Synergy_HSA=2.80. (2) Drug 1: CN1C(=O)N2C=NC(=C2N=N1)C(=O)N. Drug 2: CC(C)(C#N)C1=CC(=CC(=C1)CN2C=NC=N2)C(C)(C)C#N. Cell line: SK-MEL-28. Synergy scores: CSS=0.703, Synergy_ZIP=-2.45, Synergy_Bliss=-7.53, Synergy_Loewe=-4.23, Synergy_HSA=-6.77. (3) Drug 1: CC1=C2C(C(=O)C3(C(CC4C(C3C(C(C2(C)C)(CC1OC(=O)C(C(C5=CC=CC=C5)NC(=O)OC(C)(C)C)O)O)OC(=O)C6=CC=CC=C6)(CO4)OC(=O)C)OC)C)OC. Drug 2: C1=CC(=CC=C1C#N)C(C2=CC=C(C=C2)C#N)N3C=NC=N3. Cell line: EKVX. Synergy scores: CSS=43.9, Synergy_ZIP=2.55, Synergy_Bliss=2.78, Synergy_Loewe=-42.2, Synergy_HSA=3.47. (4) Drug 1: CC1=CC2C(CCC3(C2CCC3(C(=O)C)OC(=O)C)C)C4(C1=CC(=O)CC4)C. Drug 2: CC1=C(N=C(N=C1N)C(CC(=O)N)NCC(C(=O)N)N)C(=O)NC(C(C2=CN=CN2)OC3C(C(C(C(O3)CO)O)O)OC4C(C(C(C(O4)CO)O)OC(=O)N)O)C(=O)NC(C)C(C(C)C(=O)NC(C(C)O)C(=O)NCCC5=NC(=CS5)C6=NC(=CS6)C(=O)NCCC[S+](C)C)O. Cell line: UACC62. Synergy scores: CSS=5.87, Synergy_ZIP=0.462, Synergy_Bliss=0.878, Synergy_Loewe=-10.5, Synergy_HSA=-2.81. (5) Drug 2: C1CNP(=O)(OC1)N(CCCl)CCCl. Drug 1: CC(C)(C#N)C1=CC(=CC(=C1)CN2C=NC=N2)C(C)(C)C#N. Cell line: UACC62. Synergy scores: CSS=0.416, Synergy_ZIP=0.967, Synergy_Bliss=2.87, Synergy_Loewe=0.683, Synergy_HSA=1.04. (6) Drug 1: C1=NC2=C(N=C(N=C2N1C3C(C(C(O3)CO)O)O)F)N. Drug 2: CN(CCCl)CCCl.Cl. Cell line: CAKI-1. Synergy scores: CSS=32.6, Synergy_ZIP=-9.18, Synergy_Bliss=-4.67, Synergy_Loewe=-2.98, Synergy_HSA=-0.499. (7) Drug 1: C1=CC(=C2C(=C1NCCNCCO)C(=O)C3=C(C=CC(=C3C2=O)O)O)NCCNCCO. Drug 2: CC1=C(C(=O)C2=C(C1=O)N3CC4C(C3(C2COC(=O)N)OC)N4)N. Cell line: A498. Synergy scores: CSS=42.2, Synergy_ZIP=-2.26, Synergy_Bliss=1.22, Synergy_Loewe=-1.27, Synergy_HSA=4.42. (8) Drug 1: C1=CC(=CC=C1CCCC(=O)O)N(CCCl)CCCl. Drug 2: C1C(C(OC1N2C=NC3=C(N=C(N=C32)Cl)N)CO)O. Cell line: SNB-75. Synergy scores: CSS=7.22, Synergy_ZIP=-7.28, Synergy_Bliss=-3.49, Synergy_Loewe=-4.74, Synergy_HSA=-4.51. (9) Drug 1: COC1=NC(=NC2=C1N=CN2C3C(C(C(O3)CO)O)O)N. Drug 2: C1CCC(C(C1)N)N.C(=O)(C(=O)[O-])[O-].[Pt+4]. Cell line: SNB-75. Synergy scores: CSS=2.07, Synergy_ZIP=-0.583, Synergy_Bliss=4.14, Synergy_Loewe=1.94, Synergy_HSA=3.73.